This data is from Reaction yield outcomes from USPTO patents with 853,638 reactions. The task is: Predict the reaction yield, written as a fraction of the theoretical maximum amount of product (1.0 means a 100% yield; for example, 0.34 means a 34% yield). (1) The reactants are [Cl:1][C:2]1[C:11]([F:12])=[C:10]2[C:5]([CH2:6][CH2:7][NH:8][C:9]2=[O:13])=[CH:4][CH:3]=1.I[C:15]1[CH:16]=[N:17][CH:18]=[CH:19][C:20]=1[CH3:21].P([O-])([O-])([O-])=O.[K+].[K+].[K+]. The catalyst is [Cu](I)I.O1CCOCC1. The product is [Cl:1][C:2]1[C:11]([F:12])=[C:10]2[C:5]([CH2:6][CH2:7][N:8]([C:15]3[CH:16]=[N:17][CH:18]=[CH:19][C:20]=3[CH3:21])[C:9]2=[O:13])=[CH:4][CH:3]=1. The yield is 0.276. (2) The reactants are [F:1][C:2]1[CH:10]=[C:9]2[C:5]([C:6]([C:11]3[CH:12]=[N:13][N:14]([CH:16]4[CH2:21][CH2:20][CH:19]([C:22]([OH:24])=O)[CH2:18][CH2:17]4)[CH:15]=3)=[CH:7][NH:8]2)=[CH:4][CH:3]=1.CC[N:27](CC)CC.CN(C(ON1N=NC2C=CC=NC1=2)=[N+](C)C)C.F[P-](F)(F)(F)(F)F.[NH4+].[Cl-]. The catalyst is C1COCC1. The product is [F:1][C:2]1[CH:10]=[C:9]2[C:5]([C:6]([C:11]3[CH:12]=[N:13][N:14]([C@H:16]4[CH2:21][CH2:20][C@H:19]([C:22]([NH2:27])=[O:24])[CH2:18][CH2:17]4)[CH:15]=3)=[CH:7][NH:8]2)=[CH:4][CH:3]=1. The yield is 0.0900. (3) The catalyst is C(O)C.[Pd]. The product is [NH2:16][C@H:7]1[C:8]2[C:13](=[CH:12][CH:11]=[C:10]([O:14][CH3:15])[CH:9]=2)[N:4]([C:1](=[O:3])[CH3:2])[C@@H:5]([CH:28]2[CH2:30][CH2:29]2)[C@@H:6]1[CH3:27]. The yield is 0.840. The reactants are [C:1]([N:4]1[C:13]2[C:8](=[CH:9][C:10]([O:14][CH3:15])=[CH:11][CH:12]=2)[C@H:7]([NH:16]C(=O)OCC2C=CC=CC=2)[C@@H:6]([CH3:27])[C@@H:5]1[CH:28]1[CH2:30][CH2:29]1)(=[O:3])[CH3:2]. (4) The reactants are Br[CH2:2][C:3]1[CH:22]=[CH:21][C:6](/[CH:7]=[CH:8]/[C@@H:9]2[CH2:13][CH2:12][CH2:11][N:10]2[C:14]([O:16][C:17]([CH3:20])([CH3:19])[CH3:18])=[O:15])=[CH:5][CH:4]=1.[N+:23]([C:26]1[CH:39]=[CH:38][C:29]([CH2:30][NH:31][C:32]2[CH:37]=[CH:36][CH:35]=[CH:34][CH:33]=2)=[CH:28][CH:27]=1)([O-:25])=[O:24].C(=O)([O-])[O-].[K+].[K+].ClCCl. The catalyst is CN(C=O)C. The product is [N+:23]([C:26]1[CH:27]=[CH:28][C:29]([CH2:30][N:31]([CH2:2][C:3]2[CH:22]=[CH:21][C:6](/[CH:7]=[CH:8]/[C@@H:9]3[CH2:13][CH2:12][CH2:11][N:10]3[C:14]([O:16][C:17]([CH3:20])([CH3:19])[CH3:18])=[O:15])=[CH:5][CH:4]=2)[C:32]2[CH:37]=[CH:36][CH:35]=[CH:34][CH:33]=2)=[CH:38][CH:39]=1)([O-:25])=[O:24]. The yield is 0.560. (5) The reactants are [Br:1][C:2]1[CH:3]=[C:4]2[C:9](=[CH:10][CH:11]=1)[N:8]=[C:7](Cl)[C:6]1[C:13](=[O:20])[C:14]3[C:19]([C:5]2=1)=[CH:18][CH:17]=[CH:16][CH:15]=3.[NH:21]1[CH:25]=[CH:24][N:23]=[CH:22]1.O. The catalyst is N1C=CC=CC=1. The product is [Br:1][C:2]1[CH:3]=[C:4]2[C:9](=[CH:10][CH:11]=1)[N:8]=[C:7]([N:21]1[CH:25]=[CH:24][N:23]=[CH:22]1)[C:6]1[C:13](=[O:20])[C:14]3[C:19]([C:5]2=1)=[CH:18][CH:17]=[CH:16][CH:15]=3. The yield is 0.870. (6) The reactants are Cl[C:2]1[CH:7]=[C:6](Cl)[N:5]=[C:4]([CH3:9])[N:3]=1.[NH2:10][C:11]1[CH:12]=[C:13]([OH:21])[CH:14]=[C:15]([C:17]([F:20])([F:19])[F:18])[CH:16]=1. No catalyst specified. The product is [CH3:9][C:4]1[N:5]=[C:6]([NH:10][C:11]2[CH:16]=[C:15]([C:17]([F:18])([F:19])[F:20])[CH:14]=[C:13]([OH:21])[CH:12]=2)[CH:7]=[C:2]([NH:10][C:11]2[CH:16]=[C:15]([C:17]([F:18])([F:19])[F:20])[CH:14]=[C:13]([OH:21])[CH:12]=2)[N:3]=1. The yield is 0.430.